This data is from Reaction yield outcomes from USPTO patents with 853,638 reactions. The task is: Predict the reaction yield, written as a fraction of the theoretical maximum amount of product (1.0 means a 100% yield; for example, 0.34 means a 34% yield). (1) The reactants are [Br:1][CH:2](Br)[C:3]([C:5]1[S:9][C:8]([N:10]2[CH2:15][CH2:14][O:13][CH2:12][CH2:11]2)=[C:7]([C:16]#[N:17])[C:6]=1[C:18]1[CH:23]=[CH:22][C:21]([Cl:24])=[CH:20][C:19]=1[Cl:25])=[O:4].C1COCC1.P([O-])(OCC)OCC. No catalyst specified. The product is [Br:1][CH2:2][C:3]([C:5]1[S:9][C:8]([N:10]2[CH2:15][CH2:14][O:13][CH2:12][CH2:11]2)=[C:7]([C:16]#[N:17])[C:6]=1[C:18]1[CH:23]=[CH:22][C:21]([Cl:24])=[CH:20][C:19]=1[Cl:25])=[O:4]. The yield is 0.300. (2) The catalyst is CO. The reactants are [CH3:1][N:2]1[CH2:7][CH2:6][C:5](=O)[CH2:4][CH2:3]1.[CH3:9][C:10]1[CH:17]=[CH:16][C:13]([CH2:14][NH2:15])=[CH:12][CH:11]=1.C(O)(=O)C.[BH3-]C#N.[Na+]. The yield is 0.930. The product is [CH3:9][C:10]1[CH:17]=[CH:16][C:13]([CH2:14][NH:15][CH:5]2[CH2:6][CH2:7][N:2]([CH3:1])[CH2:3][CH2:4]2)=[CH:12][CH:11]=1. (3) The reactants are [NH2:1][CH2:2][CH2:3][CH2:4][CH2:5][C:6]1[CH:11]=[CH:10][C:9]([CH2:12][CH2:13][CH2:14][CH:15]([NH:17][CH2:18][C@@H:19]([C:21]2[CH:22]=[CH:23][C:24]([OH:30])=[C:25]([NH:27][CH:28]=[O:29])[CH:26]=2)[OH:20])[CH3:16])=[CH:8][CH:7]=1.CCN(C(C)C)C(C)C.I.[NH2:41][C:42]1[C:43]([C:50]([NH:52][C:53](=[NH:56])SC)=[O:51])=[N:44][C:45]([Cl:49])=[C:46]([NH2:48])[N:47]=1. The catalyst is C(O)C. The product is [NH2:41][C:42]1[C:43]([C:50]([N:52]=[C:53]([NH2:56])[NH:1][CH2:2][CH2:3][CH2:4][CH2:5][C:6]2[CH:7]=[CH:8][C:9]([CH2:12][CH2:13][CH2:14][CH:15]([NH:17][CH2:18][C@@H:19]([C:21]3[CH:22]=[CH:23][C:24]([OH:30])=[C:25]([NH:27][CH:28]=[O:29])[CH:26]=3)[OH:20])[CH3:16])=[CH:10][CH:11]=2)=[O:51])=[N:44][C:45]([Cl:49])=[C:46]([NH2:48])[N:47]=1. The yield is 0.560. (4) The reactants are [N:1]1([CH2:6][CH2:7][O:8][C:9]2[CH:14]=[C:13]([NH:15][C@@H:16]3[CH2:21][CH2:20][C@H:19]([C:22]([NH:24][CH:25]([CH3:27])[CH3:26])=[O:23])[CH2:18][CH2:17]3)[C:12]([NH2:28])=[CH:11][N:10]=2)[CH:5]=[N:4][CH:3]=[N:2]1.[F:29][C:30]1[CH:64]=[CH:63][C:33]([C:34](/[N:36]=[C:37]2/N([C@H]3CC[C@@H](C(=O)NC(C)C)CC3)C3C=C(OCCOC)N=CC=3N/2)=[O:35])=[CH:32][CH:31]=1. No catalyst specified. The product is [N:1]1([CH2:6][CH2:7][O:8][C:9]2[N:10]=[CH:11][C:12]3[NH:28]/[C:37](=[N:36]\[C:34](=[O:35])[C:33]4[CH:63]=[CH:64][C:30]([F:29])=[CH:31][CH:32]=4)/[N:15]([C@H:16]4[CH2:17][CH2:18][C@@H:19]([C:22](=[O:23])[NH:24][CH:25]([CH3:26])[CH3:27])[CH2:20][CH2:21]4)[C:13]=3[CH:14]=2)[CH:5]=[N:4][CH:3]=[N:2]1. The yield is 0.430.